This data is from NCI-60 drug combinations with 297,098 pairs across 59 cell lines. The task is: Regression. Given two drug SMILES strings and cell line genomic features, predict the synergy score measuring deviation from expected non-interaction effect. (1) Drug 1: C1CCC(C1)C(CC#N)N2C=C(C=N2)C3=C4C=CNC4=NC=N3. Drug 2: C#CCC(CC1=CN=C2C(=N1)C(=NC(=N2)N)N)C3=CC=C(C=C3)C(=O)NC(CCC(=O)O)C(=O)O. Cell line: BT-549. Synergy scores: CSS=3.90, Synergy_ZIP=0.313, Synergy_Bliss=1.26, Synergy_Loewe=0.235, Synergy_HSA=-1.78. (2) Drug 1: CC1C(C(=O)NC(C(=O)N2CCCC2C(=O)N(CC(=O)N(C(C(=O)O1)C(C)C)C)C)C(C)C)NC(=O)C3=C4C(=C(C=C3)C)OC5=C(C(=O)C(=C(C5=N4)C(=O)NC6C(OC(=O)C(N(C(=O)CN(C(=O)C7CCCN7C(=O)C(NC6=O)C(C)C)C)C)C(C)C)C)N)C. Drug 2: C1CC(=O)NC(=O)C1N2C(=O)C3=CC=CC=C3C2=O. Cell line: ACHN. Synergy scores: CSS=12.3, Synergy_ZIP=-0.844, Synergy_Bliss=1.70, Synergy_Loewe=-30.5, Synergy_HSA=-1.52. (3) Cell line: SF-268. Synergy scores: CSS=44.8, Synergy_ZIP=2.73, Synergy_Bliss=3.56, Synergy_Loewe=-19.5, Synergy_HSA=3.86. Drug 2: CCC1(C2=C(COC1=O)C(=O)N3CC4=CC5=C(C=CC(=C5CN(C)C)O)N=C4C3=C2)O.Cl. Drug 1: CN1C2=C(C=C(C=C2)N(CCCl)CCCl)N=C1CCCC(=O)O.Cl. (4) Drug 1: C1=CC(=CC=C1C#N)C(C2=CC=C(C=C2)C#N)N3C=NC=N3. Drug 2: C1CC(=O)NC(=O)C1N2C(=O)C3=CC=CC=C3C2=O. Cell line: SF-539. Synergy scores: CSS=2.61, Synergy_ZIP=-0.600, Synergy_Bliss=-3.59, Synergy_Loewe=-0.472, Synergy_HSA=-2.82. (5) Drug 1: CC1=C(C=C(C=C1)NC2=NC=CC(=N2)N(C)C3=CC4=NN(C(=C4C=C3)C)C)S(=O)(=O)N.Cl. Drug 2: CC(C1=C(C=CC(=C1Cl)F)Cl)OC2=C(N=CC(=C2)C3=CN(N=C3)C4CCNCC4)N. Cell line: RXF 393. Synergy scores: CSS=3.34, Synergy_ZIP=-2.38, Synergy_Bliss=-3.43, Synergy_Loewe=-2.61, Synergy_HSA=-2.01.